Dataset: Reaction yield outcomes from USPTO patents with 853,638 reactions. Task: Predict the reaction yield, written as a fraction of the theoretical maximum amount of product (1.0 means a 100% yield; for example, 0.34 means a 34% yield). (1) The reactants are [F:1][C:2]([F:19])([F:18])[C:3]1[CH:4]=[C:5]([C:9](=O)[CH2:10][C:11](=O)[C:12]([F:15])([F:14])[F:13])[CH:6]=[CH:7][CH:8]=1.[NH2:20][C:21]1[C:25]([C:26]#[N:27])=[C:24]([CH3:28])[NH:23][N:22]=1. No catalyst specified. The product is [CH3:28][C:24]1[C:25]([C:26]#[N:27])=[C:21]2[N:20]=[C:9]([C:5]3[CH:6]=[CH:7][CH:8]=[C:3]([C:2]([F:19])([F:18])[F:1])[CH:4]=3)[CH:10]=[C:11]([C:12]([F:15])([F:14])[F:13])[N:22]2[N:23]=1. The yield is 0.730. (2) The reactants are Cl[C:2]1[N:3]=[CH:4][C:5](/[CH:8]=[CH:9]/[C:10]([O:12][CH2:13][CH3:14])=[O:11])=[N:6][CH:7]=1.[NH2:15][C@H:16]1[CH2:21][N:20]([O:22][CH2:23][C:24]2[CH:29]=[CH:28][CH:27]=[CH:26][CH:25]=2)[C:19](=[O:30])[CH2:18][CH2:17]1.C1(P(C2CCCCC2)C2C=CC=CC=2C2C=CC=CC=2N(C)C)CCCCC1.C(=O)([O-])[O-].[Cs+].[Cs+]. The catalyst is O1CCOCC1.C([O-])(=O)C.[Pd+2].C([O-])(=O)C. The product is [CH2:23]([O:22][N:20]1[C:19](=[O:30])[CH2:18][CH2:17][C@@H:16]([NH:15][C:2]2[N:3]=[CH:4][C:5](/[CH:8]=[CH:9]/[C:10]([O:12][CH2:13][CH3:14])=[O:11])=[N:6][CH:7]=2)[CH2:21]1)[C:24]1[CH:29]=[CH:28][CH:27]=[CH:26][CH:25]=1. The yield is 0.430. (3) The reactants are [Cl:1][C:2]1[CH:24]=[C:23]([C:25]([NH:27][CH2:28][C:29]2[CH:34]=[CH:33][CH:32]=[C:31]([OH:35])[CH:30]=2)=[O:26])[CH:22]=[C:21]([Cl:36])[C:3]=1[C:4]([NH:6][C@H:7]([C:17]([O:19]C)=[O:18])[CH2:8][NH:9][C:10]([C:12]1[S:13][CH:14]=[CH:15][CH:16]=1)=[O:11])=[O:5].[OH-].[Na+]. The catalyst is CO.O. The product is [Cl:1][C:2]1[CH:24]=[C:23]([C:25]([NH:27][CH2:28][C:29]2[CH:34]=[CH:33][CH:32]=[C:31]([OH:35])[CH:30]=2)=[O:26])[CH:22]=[C:21]([Cl:36])[C:3]=1[C:4]([NH:6][C@H:7]([C:17]([OH:19])=[O:18])[CH2:8][NH:9][C:10]([C:12]1[S:13][CH:14]=[CH:15][CH:16]=1)=[O:11])=[O:5]. The yield is 0.890. (4) The reactants are [F:1][C:2]1[C:7]2[N:8]=[N:9][S:10][C:6]=2[CH:5]=[C:4]([C:11]([O:13][CH3:14])=[O:12])[C:3]=1[NH:15][C:16]1[CH:21]=[CH:20][CH:19]=[CH:18][C:17]=1[F:22].C1C(=O)N([I:30])C(=O)C1.FC(F)(F)C(O)=O. The catalyst is CN(C=O)C. The product is [F:1][C:2]1[C:7]2[N:8]=[N:9][S:10][C:6]=2[CH:5]=[C:4]([C:11]([O:13][CH3:14])=[O:12])[C:3]=1[NH:15][C:16]1[CH:21]=[CH:20][C:19]([I:30])=[CH:18][C:17]=1[F:22]. The yield is 0.891. (5) The reactants are [C:1]1([C@@H:13]2[CH2:18][CH2:17][CH2:16][N:15](C(OC(C)(C)C)=O)[CH2:14]2)[N:5]2[C:6]3[CH:12]=[CH:11][NH:10][C:7]=3[N:8]=[CH:9][C:4]2=[CH:3][N:2]=1.O1CCOCC1.[ClH:32]. The catalyst is CCOCC. The product is [ClH:32].[NH:15]1[CH2:16][CH2:17][CH2:18][C@@H:13]([C:1]2[N:5]3[C:6]4[CH:12]=[CH:11][NH:10][C:7]=4[N:8]=[CH:9][C:4]3=[CH:3][N:2]=2)[CH2:14]1. The yield is 0.940. (6) The reactants are N[C:2]1[CH:10]=[CH:9][CH:8]=[C:7]([CH3:11])[C:3]=1[C:4]([OH:6])=[O:5].Br.N([O-])=O.[Na+].[OH-:17].[Na+]. The catalyst is O. The product is [CH3:11][C:7]1[C:3]2[C:4](=[O:5])[O:6][C:3]3[CH:7]=[CH:8][CH:9]=[CH:10][C:2]=3[O:17][C:2]=2[CH:10]=[CH:9][CH:8]=1. The yield is 0.650.